The task is: Predict the reactants needed to synthesize the given product.. This data is from Full USPTO retrosynthesis dataset with 1.9M reactions from patents (1976-2016). (1) Given the product [C:23]([O:22][C:20]([N:27]1[CH2:33][CH2:32][CH2:31][C@H:28]1[CH2:29][O:30][C:45]1[CH:46]=[CH:47][C:42]([B:37]2[O:38][C:39]([CH3:41])([CH3:40])[C:35]([CH3:49])([CH3:34])[O:36]2)=[CH:43][CH:44]=1)=[O:21])([CH3:26])([CH3:25])[CH3:24], predict the reactants needed to synthesize it. The reactants are: C1(P(C2C=CC=CC=2)C2C=CC=CC=2)C=CC=CC=1.[C:20]([N:27]1[CH2:33][CH2:32][CH2:31][C@H:28]1[CH2:29][OH:30])([O:22][C:23]([CH3:26])([CH3:25])[CH3:24])=[O:21].[CH3:34][C:35]1([CH3:49])[C:39]([CH3:41])([CH3:40])[O:38][B:37]([C:42]2[CH:47]=[CH:46][C:45](O)=[CH:44][CH:43]=2)[O:36]1.N(C(N1CCCCC1)=O)=NC(N1CCCCC1)=O. (2) Given the product [C:2]([C:7]1[S:11][C:10]([CH2:12][N:13]2[N:17]=[C:16]([NH:18][C:32]([C:28]3[N:29]=[CH:30][O:31][C:27]=3[C:23]3[CH:24]=[CH:25][CH:26]=[C:21]([N:20]([CH3:35])[CH3:19])[CH:22]=3)=[O:33])[CH:15]=[N:14]2)=[CH:9][CH:8]=1)(=[O:6])[CH3:1], predict the reactants needed to synthesize it. The reactants are: [CH3:1][C:2]1([C:7]2[S:11][C:10]([CH2:12][N:13]3[N:17]=[C:16]([NH2:18])[CH:15]=[N:14]3)=[CH:9][CH:8]=2)[O:6]CCO1.[CH3:19][N:20]([CH3:35])[C:21]1[CH:22]=[C:23]([C:27]2[O:31][CH:30]=[N:29][C:28]=2[C:32](O)=[O:33])[CH:24]=[CH:25][CH:26]=1. (3) Given the product [Cl:24][C:15]1[CH:14]=[C:13]([NH:11][C:2]2[CH:3]=[CH:4][C:5]3[C:10](=[CH:9][CH:8]=[CH:7][CH:6]=3)[CH:1]=2)[C:18]([C:19]([O:21][CH2:22][CH3:23])=[O:20])=[CH:17][N:16]=1, predict the reactants needed to synthesize it. The reactants are: [CH:1]1[C:10]2[C:5](=[CH:6][CH:7]=[CH:8][CH:9]=2)[CH:4]=[CH:3][C:2]=1[NH2:11].Cl[C:13]1[C:18]([C:19]([O:21][CH2:22][CH3:23])=[O:20])=[CH:17][N:16]=[C:15]([Cl:24])[CH:14]=1.Cl. (4) Given the product [N+:11]([C:14]1[CH:15]=[CH:16][C:17]([S:20]([O:1][C:2]2[C:7](=[O:8])[CH:6]=[CH:5][N:4]([CH3:9])[C:3]=2[CH3:10])(=[O:22])=[O:21])=[CH:18][CH:19]=1)([O-:13])=[O:12], predict the reactants needed to synthesize it. The reactants are: [OH:1][C:2]1[C:7](=[O:8])[CH:6]=[CH:5][N:4]([CH3:9])[C:3]=1[CH3:10].[N+:11]([C:14]1[CH:19]=[CH:18][C:17]([S:20](Cl)(=[O:22])=[O:21])=[CH:16][CH:15]=1)([O-:13])=[O:12]. (5) Given the product [F:1][C:2]1[N:10]=[C:9]2[C:5]([N:6]=[CH:7][N:8]2[CH:11]2[CH2:16][CH2:15][CH2:14][CH2:13][O:12]2)=[C:4]([NH:24][C:23]2[CH:25]=[CH:26][C:20]([S:19][CH3:18])=[CH:21][CH:22]=2)[N:3]=1, predict the reactants needed to synthesize it. The reactants are: [F:1][C:2]1[N:10]=[C:9]2[C:5]([N:6]=[CH:7][N:8]2[CH:11]2[CH2:16][CH2:15][CH2:14][CH2:13][O:12]2)=[C:4](Cl)[N:3]=1.[CH3:18][S:19][C:20]1[CH:26]=[CH:25][C:23]([NH2:24])=[CH:22][CH:21]=1.CCN(C(C)C)C(C)C.